From a dataset of Catalyst prediction with 721,799 reactions and 888 catalyst types from USPTO. Predict which catalyst facilitates the given reaction. (1) Reactant: [NH:1]1[CH2:6][CH2:5][CH:4]([N:7]2[CH2:12][CH2:11][N:10]([CH2:13][C:14]([O:16][CH2:17][CH3:18])=[O:15])[CH2:9][CH2:8]2)[CH2:3][CH2:2]1.[O:19]=[C:20]1[N:26]([CH:27]2[CH2:32][CH2:31][N:30]([C:33]([O:35][C@@H:36]([C:49](O)=[O:50])[CH2:37][C:38]3[CH:47]=[C:46]([CH3:48])[C:41]4[NH:42][C:43](=[O:45])[O:44][C:40]=4[CH:39]=3)=[O:34])[CH2:29][CH2:28]2)[CH2:25][CH2:24][C:23]2[CH:52]=[CH:53][CH:54]=[CH:55][C:22]=2[NH:21]1.CN(C(ON1N=NC2C=CC=CC1=2)=[N+](C)C)C.[B-](F)(F)(F)F.C(N(CC)CC)C. Product: [O:19]=[C:20]1[N:26]([CH:27]2[CH2:28][CH2:29][N:30]([C:33]([O:35][C@H:36]([CH2:37][C:38]3[CH:47]=[C:46]([CH3:48])[C:41]4[NH:42][C:43](=[O:45])[O:44][C:40]=4[CH:39]=3)[C:49]([N:1]3[CH2:6][CH2:5][CH:4]([N:7]4[CH2:12][CH2:11][N:10]([CH2:13][C:14]([O:16][CH2:17][CH3:18])=[O:15])[CH2:9][CH2:8]4)[CH2:3][CH2:2]3)=[O:50])=[O:34])[CH2:31][CH2:32]2)[CH2:25][CH2:24][C:23]2[CH:52]=[CH:53][CH:54]=[CH:55][C:22]=2[NH:21]1. The catalyst class is: 3. (2) Reactant: [CH3:1][O:2][C:3]1[CH:8]=[CH:7][C:6]([CH:9]2[C:18]3[C:13](=[CH:14][C:15]([O:19][CH2:20][CH:21]4[CH2:26][CH2:25][NH:24][CH2:23][CH2:22]4)=[CH:16][CH:17]=3)[CH2:12][N:11]([CH3:27])[CH2:10]2)=[CH:5][CH:4]=1.[F:28][C:29]([F:40])([F:39])[C:30](O[C:30](=[O:31])[C:29]([F:40])([F:39])[F:28])=[O:31]. Product: [F:28][C:29]([F:40])([F:39])[C:30]([N:24]1[CH2:25][CH2:26][CH:21]([CH2:20][O:19][C:15]2[CH:14]=[C:13]3[C:18]([CH:9]([C:6]4[CH:5]=[CH:4][C:3]([O:2][CH3:1])=[CH:8][CH:7]=4)[CH2:10][N:11]([CH3:27])[CH2:12]3)=[CH:17][CH:16]=2)[CH2:22][CH2:23]1)=[O:31]. The catalyst class is: 2. (3) Reactant: Cl[C:2]1[C:7]([C:8]([F:11])([F:10])[F:9])=[CH:6][CH:5]=[CH:4][N:3]=1.[C:12]([C:15]1[CH:20]=[CH:19][C:18](B(O)O)=[CH:17][CH:16]=1)([OH:14])=[O:13].C(=O)([O-])[O-].[K+].[K+]. Product: [F:9][C:8]([F:11])([F:10])[C:7]1[C:2]([C:18]2[CH:19]=[CH:20][C:15]([C:12]([OH:14])=[O:13])=[CH:16][CH:17]=2)=[N:3][CH:4]=[CH:5][CH:6]=1. The catalyst class is: 790. (4) Reactant: Cl[C:2]1[N:3]=[C:4]([N:18]2[CH2:21][C:20]([F:23])([F:22])[CH2:19]2)[C:5]2[CH2:10][CH2:9][CH:8]([C:11]3[CH:16]=[CH:15][C:14]([F:17])=[CH:13][CH:12]=3)[C:6]=2[N:7]=1.[Cl:24][C:25]1[N:29]=[CH:28][N:27]([C:30]2[CH:36]=[CH:35][C:33]([NH2:34])=[CH:32][C:31]=2[O:37][CH3:38])[N:26]=1.C(O)(=O)C. Product: [Cl:24][C:25]1[N:29]=[CH:28][N:27]([C:30]2[CH:36]=[CH:35][C:33]([NH:34][C:2]3[N:3]=[C:4]([N:18]4[CH2:19][C:20]([F:23])([F:22])[CH2:21]4)[C:5]4[CH2:10][CH2:9][CH:8]([C:11]5[CH:16]=[CH:15][C:14]([F:17])=[CH:13][CH:12]=5)[C:6]=4[N:7]=3)=[CH:32][C:31]=2[O:37][CH3:38])[N:26]=1. The catalyst class is: 36. (5) The catalyst class is: 4. Product: [Cl:1][C:2]1[CH:7]=[CH:6][CH:5]=[CH:4][C:3]=1[C:8]1[N:26]([CH2:27][C@@H:28]2[CH2:33][CH2:32][CH2:31][NH:30][CH2:29]2)[C:11]2[N:12]=[C:13]([NH:16][CH2:17][C:18]3[CH:23]=[CH:22][C:21]([F:24])=[C:20]([F:25])[CH:19]=3)[N:14]=[CH:15][C:10]=2[C:9]=1[CH3:41]. Reactant: [Cl:1][C:2]1[CH:7]=[CH:6][CH:5]=[CH:4][C:3]=1[C:8]1[N:26]([CH2:27][C@H:28]2[CH2:33][CH2:32][CH2:31][N:30](C(OC(C)(C)C)=O)[CH2:29]2)[C:11]2[N:12]=[C:13]([NH:16][CH2:17][C:18]3[CH:23]=[CH:22][C:21]([F:24])=[C:20]([F:25])[CH:19]=3)[N:14]=[CH:15][C:10]=2[C:9]=1[CH3:41].C(O)(C(F)(F)F)=O.